This data is from Reaction yield outcomes from USPTO patents with 853,638 reactions. The task is: Predict the reaction yield, written as a fraction of the theoretical maximum amount of product (1.0 means a 100% yield; for example, 0.34 means a 34% yield). (1) The reactants are Br[C:2]1[CH:3]=[C:4]([N:8]([CH3:20])[S:9]([C:12]2[CH:17]=[CH:16][C:15]([F:18])=[CH:14][C:13]=2[F:19])(=[O:11])=[O:10])[CH:5]=[N:6][CH:7]=1.B1(B2OC(C)(C)C(C)(C)O2)OC(C)(C)C(C)(C)O1.I[C:40]1[S:44][C:43]([C:45]2[CH:46]=[C:47]3[C:51](=[CH:52][CH:53]=2)[C:50](=[O:54])[N:49]([CH3:55])[CH2:48]3)=[CH:42][CH:41]=1. No catalyst specified. The product is [F:19][C:13]1[CH:14]=[C:15]([F:18])[CH:16]=[CH:17][C:12]=1[S:9]([N:8]([CH3:20])[C:4]1[CH:5]=[N:6][CH:7]=[C:2]([C:40]2[S:44][C:43]([C:45]3[CH:46]=[C:47]4[C:51](=[CH:52][CH:53]=3)[C:50](=[O:54])[N:49]([CH3:55])[CH2:48]4)=[CH:42][CH:41]=2)[CH:3]=1)(=[O:11])=[O:10]. The yield is 0.520. (2) The reactants are Cl.[S:2]1[CH:6]=[CH:5][N:4]=[C:3]1[C:7]([NH2:9])=[NH:8].[Cl:10][C:11]1[CH:18]=[C:17]([F:19])[CH:16]=[CH:15][C:12]=1[CH:13]=O.[CH3:20][C:21]1([CH3:29])[CH2:26][C:25](=[O:27])[CH2:24][C:23](=O)[CH2:22]1.C([O-])(=O)C.[Na+].Cl. The catalyst is C(O)C.O.C(OCC)(=O)C. The product is [S:2]1[CH:6]=[CH:5][N:4]=[C:3]1[CH:7]1[N:9]=[C:13]([C:12]2[CH:15]=[CH:16][C:17]([F:19])=[CH:18][C:11]=2[Cl:10])[C:24]2[C:25](=[O:27])[CH2:26][C:21]([CH3:29])([CH3:20])[CH2:22][C:23]=2[NH:8]1. The yield is 0.280.